From a dataset of Full USPTO retrosynthesis dataset with 1.9M reactions from patents (1976-2016). Predict the reactants needed to synthesize the given product. (1) Given the product [Cl:38][C:15]1[C:16]2[NH:25][C:19]3[N:20]=[CH:21][C:22]([CH3:24])=[CH:23][C:18]=3[C:17]=2[C:12]([C:8]2[CH:9]=[CH:10][CH:11]=[C:6]([S:3]([CH2:1][CH3:2])(=[O:5])=[O:4])[CH:7]=2)=[CH:13][N:14]=1, predict the reactants needed to synthesize it. The reactants are: [CH2:1]([S:3]([C:6]1[CH:7]=[C:8]([C:12]2[C:17]3[C:18]4[C:19]([NH:25][C:16]=3[C:15](=O)[N:14](CC3C=CC(OC)=CC=3)[CH:13]=2)=[N:20][CH:21]=[C:22]([CH3:24])[CH:23]=4)[CH:9]=[CH:10][CH:11]=1)(=[O:5])=[O:4])[CH3:2].O=P(Cl)(Cl)[Cl:38]. (2) The reactants are: C[O:2][C:3](=[O:37])[C:4]1[C:9]([NH:10][C:11](=[O:13])[CH3:12])=[CH:8][CH:7]=[C:6]([N:14]2[C:18]([CH3:19])=[CH:17][CH:16]=[C:15]2[C:20]2[CH:25]=[C:24]([Cl:26])[CH:23]=[CH:22][C:21]=2[O:27][CH2:28][C:29]2[C:34]([F:35])=[CH:33][CH:32]=[CH:31][C:30]=2[F:36])[CH:5]=1. Given the product [Cl:26][C:24]1[CH:23]=[CH:22][C:21]([O:27][CH2:28][C:29]2[C:34]([F:35])=[CH:33][CH:32]=[CH:31][C:30]=2[F:36])=[C:20]([C:15]2[N:14]([C:6]3[CH:5]=[C:4]([C:9]([NH:10][C:11](=[O:13])[CH3:12])=[CH:8][CH:7]=3)[C:3]([OH:37])=[O:2])[C:18]([CH3:19])=[CH:17][CH:16]=2)[CH:25]=1, predict the reactants needed to synthesize it. (3) Given the product [NH:18]=[C:33]([NH:25][C:26](=[O:32])[O:27][C:28]([CH3:31])([CH3:30])[CH3:29])[NH:34][C:11](=[O:13])/[CH:10]=[CH:9]/[C:2]1[C:1]([CH3:14])=[CH:6][C:5]([CH3:7])=[CH:4][C:3]=1[CH3:8], predict the reactants needed to synthesize it. The reactants are: [C:1]1([CH3:14])[CH:6]=[C:5]([CH3:7])[CH:4]=[C:3]([CH3:8])[C:2]=1/[CH:9]=[CH:10]/[C:11]([OH:13])=O.C([N:18](C(C)C)CC)(C)C.N[N:25]([CH:33]=[NH:34])[C:26](=[O:32])[O:27][C:28]([CH3:31])([CH3:30])[CH3:29].O.ON1C2C=CC=CC=2N=N1.F[P-](F)(F)(F)(F)F.N1(OC(N(C)C)=[N+](C)C)C2C=CC=CC=2N=N1. (4) Given the product [Cl:3][C:9]1[C:10]2[C:14]3[CH2:15][CH2:16][S:17][CH2:18][C:13]=3[S:12][C:11]=2[N:6]=[CH:7][N:8]=1, predict the reactants needed to synthesize it. The reactants are: O=P(Cl)(Cl)[Cl:3].[N:6]1[C:11]2[S:12][C:13]3[CH2:18][S:17][CH2:16][CH2:15][C:14]=3[C:10]=2[C:9](=O)[NH:8][CH:7]=1. (5) Given the product [CH2:20]([N:13]1[C:14]2[CH:19]=[CH:18][CH:17]=[CH:16][C:15]=2[N:11]([CH2:10][C:9]([OH:23])=[O:8])[C:12]1=[O:22])[CH3:21], predict the reactants needed to synthesize it. The reactants are: C([O:8][C:9](=[O:23])[CH2:10][N:11]1[C:15]2[CH:16]=[CH:17][CH:18]=[CH:19][C:14]=2[N:13]([CH2:20][CH3:21])[C:12]1=[O:22])C1C=CC=CC=1. (6) Given the product [C:14]([O:18][C:19](=[O:25])[NH:20][CH2:21][C@H:22]([OH:23])[CH2:24][NH:1][C:2]1[CH:3]=[C:4]2[C:8](=[CH:9][CH:10]=1)[N:7]([CH2:11][CH3:12])[C:6](=[O:13])[CH2:5]2)([CH3:16])([CH3:15])[CH3:17], predict the reactants needed to synthesize it. The reactants are: [NH2:1][C:2]1[CH:3]=[C:4]2[C:8](=[CH:9][CH:10]=1)[N:7]([CH2:11][CH3:12])[C:6](=[O:13])[CH2:5]2.[C:14]([O:18][C:19](=[O:25])[NH:20][CH2:21][C@H:22]1[CH2:24][O:23]1)([CH3:17])([CH3:16])[CH3:15].FC(F)(F)S([O-])(=O)=O.[Li+]. (7) Given the product [CH3:16][C:4]1[CH:5]=[C:6]([O:8][CH2:9][CH2:10][CH2:11][S:12]([CH3:15])(=[O:14])=[O:13])[CH:7]=[C:2]([CH3:1])[C:3]=1[C:17]1[CH:22]=[CH:21][CH:20]=[C:19]([CH2:23][O:24][C:25]2[CH:37]=[CH:36][C:28]3[C@@H:29]([CH2:32][C:33]([OH:35])=[O:34])[CH2:30][O:31][C:27]=3[CH:26]=2)[CH:18]=1, predict the reactants needed to synthesize it. The reactants are: [CH3:1][C:2]1[CH:7]=[C:6]([O:8][CH2:9][CH2:10][CH2:11][S:12]([CH3:15])(=[O:14])=[O:13])[CH:5]=[C:4]([CH3:16])[C:3]=1[C:17]1[CH:22]=[CH:21][CH:20]=[C:19]([CH2:23][O:24][C:25]2[CH:37]=[CH:36][C:28]3[C:29]([CH2:32][C:33]([OH:35])=[O:34])=[CH:30][O:31][C:27]=3[CH:26]=2)[CH:18]=1.CO.C1COCC1.C(N(CC)CC)C. (8) Given the product [C:17]([O:21][C:22]([N:24]1[CH2:29][CH2:28][CH:27]([CH2:30][CH2:31][CH2:32][O:9][C:5]2[CH:6]=[C:7]([CH3:8])[C:2]([Br:1])=[C:3]([CH3:10])[CH:4]=2)[CH2:26][CH2:25]1)=[O:23])([CH3:20])([CH3:19])[CH3:18], predict the reactants needed to synthesize it. The reactants are: [Br:1][C:2]1[C:7]([CH3:8])=[CH:6][C:5]([OH:9])=[CH:4][C:3]=1[CH3:10].C([O-])([O-])=O.[K+].[K+].[C:17]([O:21][C:22]([N:24]1[CH2:29][CH2:28][CH:27]([CH2:30][CH2:31][CH2:32]OS(C)(=O)=O)[CH2:26][CH2:25]1)=[O:23])([CH3:20])([CH3:19])[CH3:18]. (9) Given the product [F:1][C:2]1[CH:3]=[CH:4][C:5]([CH:8]([OH:30])[CH:9]([CH2:15][C:16]2[CH:21]=[CH:20][CH:19]=[C:18]([CH:22]([OH:29])[C:23]([F:28])([F:27])[CH:24]([F:25])[F:26])[CH:17]=2)[C:10]([O:12][CH2:13][CH3:14])=[O:11])=[CH:6][CH:7]=1, predict the reactants needed to synthesize it. The reactants are: [F:1][C:2]1[CH:7]=[CH:6][C:5]([C:8](=[O:30])[CH:9]([CH2:15][C:16]2[CH:21]=[CH:20][CH:19]=[C:18]([C:22](=[O:29])[C:23]([F:28])([F:27])[CH:24]([F:26])[F:25])[CH:17]=2)[C:10]([O:12][CH2:13][CH3:14])=[O:11])=[CH:4][CH:3]=1.Cl.